From a dataset of Full USPTO retrosynthesis dataset with 1.9M reactions from patents (1976-2016). Predict the reactants needed to synthesize the given product. (1) Given the product [C:17]([O:21][C:22]([N:24]1[CH2:29][CH2:28][CH:27]([CH:30]([C:2]2[CH:7]=[CH:6][CH:5]=[CH:4][C:3]=2[C:8]([F:11])([CH3:10])[CH3:9])[OH:31])[CH2:26][CH2:25]1)=[O:23])([CH3:20])([CH3:19])[CH3:18], predict the reactants needed to synthesize it. The reactants are: Br[C:2]1[CH:7]=[CH:6][CH:5]=[CH:4][C:3]=1[C:8]([F:11])([CH3:10])[CH3:9].[Li]C(C)(C)C.[C:17]([O:21][C:22]([N:24]1[CH2:29][CH2:28][CH:27]([CH:30]=[O:31])[CH2:26][CH2:25]1)=[O:23])([CH3:20])([CH3:19])[CH3:18].Cl. (2) Given the product [Br:1][C:2]1[C:3]([N:16]([CH3:21])[S:17]([CH3:20])(=[O:19])=[O:18])=[CH:4][C:5]2[O:9][C:8]([C:27]3[CH:28]=[CH:29][C:24]([CH:22]=[O:23])=[CH:25][CH:26]=3)=[C:7]([C:11]([NH:13][CH3:14])=[O:12])[C:6]=2[CH:15]=1, predict the reactants needed to synthesize it. The reactants are: [Br:1][C:2]1[C:3]([N:16]([CH3:21])[S:17]([CH3:20])(=[O:19])=[O:18])=[CH:4][C:5]2[O:9][C:8](I)=[C:7]([C:11]([NH:13][CH3:14])=[O:12])[C:6]=2[CH:15]=1.[CH:22]([C:24]1[CH:29]=[CH:28][C:27](B(O)O)=[CH:26][CH:25]=1)=[O:23].C([O-])([O-])=O.[Na+].[Na+].